This data is from Peptide-MHC class I binding affinity with 185,985 pairs from IEDB/IMGT. The task is: Regression. Given a peptide amino acid sequence and an MHC pseudo amino acid sequence, predict their binding affinity value. This is MHC class I binding data. The binding affinity (normalized) is 0.0847. The peptide sequence is IFMLQKCDL. The MHC is HLA-A26:01 with pseudo-sequence HLA-A26:01.